This data is from Forward reaction prediction with 1.9M reactions from USPTO patents (1976-2016). The task is: Predict the product of the given reaction. (1) Given the reactants [NH:1]1[C:5]2[CH:6]=[CH:7][CH:8]=[CH:9][C:4]=2[N:3]=[C:2]1[C:10]([C:12]1[CH:17]=[CH:16][C:15]([OH:18])=[CH:14][CH:13]=1)=[O:11].F[C:20]1[C:21]([CH:26]2[CH2:31][CH2:30][N:29]([C:32](=[O:34])[CH3:33])[CH2:28][CH2:27]2)=[N:22][CH:23]=[CH:24][N:25]=1.C(=O)([O-])[O-].[Cs+].[Cs+], predict the reaction product. The product is: [NH:1]1[C:5]2[CH:6]=[CH:7][CH:8]=[CH:9][C:4]=2[N:3]=[C:2]1[C:10]([C:12]1[CH:17]=[CH:16][C:15]([O:18][C:20]2[C:21]([CH:26]3[CH2:27][CH2:28][N:29]([C:32](=[O:34])[CH3:33])[CH2:30][CH2:31]3)=[N:22][CH:23]=[CH:24][N:25]=2)=[CH:14][CH:13]=1)=[O:11]. (2) Given the reactants [C:1]1(=[O:7])[O:6][C:4](=O)[CH2:3][CH2:2]1.C(N(CC)CC)C.Cl.[CH3:16][C:17]1[C:25]([O:26][C@@H:27]2[CH2:32][CH2:31][C@H:30]([NH2:33])[CH2:29][CH2:28]2)=[CH:24][CH:23]=[C:22]2[C:18]=1[CH:19]=[N:20][NH:21]2.[C:34](Cl)(=[O:36])[CH3:35], predict the reaction product. The product is: [C:34]([N:21]1[C:22]2[C:18](=[C:17]([CH3:16])[C:25]([O:26][C@@H:27]3[CH2:32][CH2:31][C@H:30]([N:33]4[C:1](=[O:7])[CH2:2][CH2:3][C:4]4=[O:6])[CH2:29][CH2:28]3)=[CH:24][CH:23]=2)[CH:19]=[N:20]1)(=[O:36])[CH3:35]. (3) Given the reactants [CH3:1][O:2][C:3]1[CH:11]=[CH:10][C:9]([CH:12]2[C:16]([CH3:17])=[N:15][NH:14][N:13]2[CH3:18])=[CH:8][C:4]=1[C:5]([OH:7])=O.Cl.[CH2:20]([O:22][CH2:23][CH2:24][N:25]1[C:29]2[CH:30]=[CH:31][CH:32]=[CH:33][C:28]=2[N:27]=[C:26]1[N:34]1[CH2:40][CH2:39][CH2:38][N:37]([CH2:41][CH2:42][C:43]2([C:48]3[CH:53]=[CH:52][CH:51]=[CH:50][CH:49]=3)[CH2:47][CH2:46][NH:45][CH2:44]2)[CH2:36][CH2:35]1)[CH3:21], predict the reaction product. The product is: [CH3:1][O:2][C:3]1[CH:11]=[CH:10][C:9]([CH:12]2[C:16]([CH3:17])=[N:15][NH:14][N:13]2[CH3:18])=[CH:8][C:4]=1[C:5]([N:45]1[CH2:46][CH2:47][C:43]([CH2:42][CH2:41][N:37]2[CH2:38][CH2:39][CH2:40][N:34]([C:26]3[N:25]([CH2:24][CH2:23][O:22][CH2:20][CH3:21])[C:29]4[CH:30]=[CH:31][CH:32]=[CH:33][C:28]=4[N:27]=3)[CH2:35][CH2:36]2)([C:48]2[CH:53]=[CH:52][CH:51]=[CH:50][CH:49]=2)[CH2:44]1)=[O:7]. (4) The product is: [CH:1](/[C:9]1[C:17]2[C:12](=[CH:13][CH:14]=[C:15]([O:18][P:30]([C:32]3[CH:33]=[CH:34][CH:35]=[CH:36][CH:37]=3)([C:24]3[CH:29]=[CH:28][CH:27]=[CH:26][CH:25]=3)=[O:31])[CH:16]=2)[NH:11][N:10]=1)=[CH:2]\[C:3]1[CH:4]=[CH:5][CH:6]=[CH:7][CH:8]=1. Given the reactants [CH:1]([C:9]1[C:17]2[C:12](=[CH:13][CH:14]=[C:15]([OH:18])[CH:16]=2)[NH:11][N:10]=1)=[CH:2][C:3]1[CH:8]=[CH:7][CH:6]=[CH:5][CH:4]=1.N1C=CN=C1.[C:24]1([P:30](Cl)([C:32]2[CH:37]=[CH:36][CH:35]=[CH:34][CH:33]=2)=[O:31])[CH:29]=[CH:28][CH:27]=[CH:26][CH:25]=1.O, predict the reaction product. (5) Given the reactants [NH2:1][C:2]1[C:7](Cl)=[C:6]([C:9]([O:11][CH3:12])=[O:10])[N:5]=[C:4]([C:13]2[CH:18]=[CH:17][C:16]([C:19]([F:22])([F:21])[F:20])=[CH:15][CH:14]=2)[N:3]=1.[CH2:23]([O:25][C:26]([Sn](CCCC)(CCCC)CCCC)=[CH2:27])[CH3:24].[F-].[K+], predict the reaction product. The product is: [NH2:1][C:2]1[C:7]([C:23]([O:25][CH2:26][CH3:27])=[CH2:24])=[C:6]([C:9]([O:11][CH3:12])=[O:10])[N:5]=[C:4]([C:13]2[CH:18]=[CH:17][C:16]([C:19]([F:22])([F:21])[F:20])=[CH:15][CH:14]=2)[N:3]=1. (6) Given the reactants [Br:1][C:2]1[CH:3]=[C:4]([CH:19]=[C:20]([F:22])[CH:21]=1)[CH2:5][C@H:6]1[C:11]([O:12][CH3:13])=N[C@H](C(C)C)C(OC)=[N:7]1.[ClH:23].[OH-:24].[Na+], predict the reaction product. The product is: [ClH:23].[NH2:7][C@@H:6]([CH2:5][C:4]1[CH:19]=[C:20]([F:22])[CH:21]=[C:2]([Br:1])[CH:3]=1)[C:11]([O:12][CH3:13])=[O:24]. (7) The product is: [Cl:28][C:25]1[CH:26]=[CH:27][C:22]([NH:1][C:2]2[N:7]=[CH:6][C:5]([CH:8]3[O:13][CH2:12][CH2:11][N:10]([C:14]([O:16][C:17]([CH3:20])([CH3:19])[CH3:18])=[O:15])[CH2:9]3)=[CH:4][CH:3]=2)=[N:23][CH:24]=1. Given the reactants [NH2:1][C:2]1[N:7]=[CH:6][C:5]([CH:8]2[O:13][CH2:12][CH2:11][N:10]([C:14]([O:16][C:17]([CH3:20])([CH3:19])[CH3:18])=[O:15])[CH2:9]2)=[CH:4][CH:3]=1.Cl[C:22]1[CH:27]=[CH:26][C:25]([Cl:28])=[CH:24][N:23]=1.C(=O)([O-])[O-].[Cs+].[Cs+], predict the reaction product. (8) Given the reactants [H-].[Na+].[CH3:3][O:4][C:5]1[CH:6]=[CH:7][CH:8]=[C:9]2[C:14]=1[N:13]=[C:12]([CH:15]=O)[CH:11]=[CH:10]2.[OH2:17].[OH-].[Li+].[O:20]1[CH2:24][CH2:23]CC1, predict the reaction product. The product is: [CH3:3][O:4][C:5]1[CH:6]=[CH:7][CH:8]=[C:9]2[C:14]=1[N:13]=[C:12](/[CH:15]=[CH:23]/[C:24]([OH:20])=[O:17])[CH:11]=[CH:10]2.